This data is from Peptide-MHC class I binding affinity with 185,985 pairs from IEDB/IMGT. The task is: Regression. Given a peptide amino acid sequence and an MHC pseudo amino acid sequence, predict their binding affinity value. This is MHC class I binding data. (1) The peptide sequence is EMADYIFFV. The MHC is HLA-A29:02 with pseudo-sequence HLA-A29:02. The binding affinity (normalized) is 0.625. (2) The peptide sequence is IYVLVMLVL. The MHC is HLA-B44:02 with pseudo-sequence HLA-B44:02. The binding affinity (normalized) is 0.112. (3) The peptide sequence is SCQGSDDIR. The MHC is HLA-A03:01 with pseudo-sequence HLA-A03:01. The binding affinity (normalized) is 0.